Dataset: Forward reaction prediction with 1.9M reactions from USPTO patents (1976-2016). Task: Predict the product of the given reaction. (1) Given the reactants [C:1]([O:5][C:6]([N:8]1[CH2:13][CH2:12][CH2:11][CH2:10][C@:9]1([CH3:17])[C:14]([OH:16])=O)=[O:7])([CH3:4])([CH3:3])[CH3:2].C(N(C(C)C)CC)(C)C.CN(C(ON1N=NC2C=CC=NC1=2)=[N+](C)C)C.F[P-](F)(F)(F)(F)F.[CH3:51][O:52][C@@H:53]([C@@H:71]1[CH2:75][CH2:74][CH2:73][N:72]1[C:76](=[O:95])[CH2:77][C@@H:78]([O:93][CH3:94])[C@@H:79]([N:84]([CH3:92])[C:85](=[O:91])[C@H:86]([CH:88]([CH3:90])[CH3:89])[NH2:87])[C@@H:80]([CH3:83])[CH2:81][CH3:82])[C@@H:54]([CH3:70])[C:55]([NH:57][C@H:58]([C:66]([O:68][CH3:69])=[O:67])[CH2:59][C:60]1[CH:65]=[CH:64][CH:63]=[CH:62][CH:61]=1)=[O:56], predict the reaction product. The product is: [C:1]([O:5][C:6]([N:8]1[CH2:13][CH2:12][CH2:11][CH2:10][C@@:9]1([C:14]([NH:87][C@H:86]([C:85]([N:84]([CH3:92])[C@@H:79]([C@@H:80]([CH3:83])[CH2:81][CH3:82])[C@H:78]([O:93][CH3:94])[CH2:77][C:76]([N:72]1[CH2:73][CH2:74][CH2:75][C@H:71]1[C@H:53]([O:52][CH3:51])[C@@H:54]([CH3:70])[C:55]([NH:57][C@H:58]([C:66]([O:68][CH3:69])=[O:67])[CH2:59][C:60]1[CH:61]=[CH:62][CH:63]=[CH:64][CH:65]=1)=[O:56])=[O:95])=[O:91])[CH:88]([CH3:89])[CH3:90])=[O:16])[CH3:17])=[O:7])([CH3:2])([CH3:3])[CH3:4]. (2) The product is: [Br:1][C:2]1[CH:9]=[C:8]([Cl:10])[CH:7]=[C:6]([F:11])[C:3]=1[C:4]1[N:12]=[N:13][NH:14][N:5]=1. Given the reactants [Br:1][C:2]1[CH:9]=[C:8]([Cl:10])[CH:7]=[C:6]([F:11])[C:3]=1[C:4]#[N:5].[N:12]([Sn](C)(C)C)=[N+:13]=[N-:14], predict the reaction product. (3) Given the reactants C(O[C:6]([N:8]1[CH2:12][C:11](=[N:13][O:14][CH3:15])[CH2:10][C@H:9]1[C:16]([OH:18])=O)=[O:7])(C)(C)C.[O:19]([CH2:26]C(Cl)=O)[C:20]1[CH:25]=[CH:24][CH:23]=[CH:22][CH:21]=1.[C:30]1([CH2:40][NH2:41])[C:39]2[C:34](=[CH:35][CH:36]=[CH:37][CH:38]=2)[CH:33]=[CH:32][CH:31]=1, predict the reaction product. The product is: [CH3:15][O:14][N:13]=[C:11]1[CH2:12][N:8]([C:6](=[O:7])[CH2:26][O:19][C:20]2[CH:21]=[CH:22][CH:23]=[CH:24][CH:25]=2)[C@H:9]([C:16]([NH:41][CH2:40][C:30]2[C:39]3[C:34](=[CH:35][CH:36]=[CH:37][CH:38]=3)[CH:33]=[CH:32][CH:31]=2)=[O:18])[CH2:10]1. (4) Given the reactants C([O:5][C:6]([C:8]1[S:28][C:11]2=[CH:12][N:13]=[CH:14][C:15]([NH:16][C:17]3[CH:22]=[CH:21][C:20]([C:23]4[CH:27]=[CH:26][S:25][CH:24]=4)=[CH:19][CH:18]=3)=[C:10]2[CH:9]=1)=[O:7])(C)(C)C, predict the reaction product. The product is: [S:25]1[CH:26]=[CH:27][C:23]([C:20]2[CH:21]=[CH:22][C:17]([NH:16][C:15]3[CH:14]=[N:13][CH:12]=[C:11]4[S:28][C:8]([C:6]([OH:7])=[O:5])=[CH:9][C:10]=34)=[CH:18][CH:19]=2)=[CH:24]1. (5) Given the reactants [C:1]([O:4][C@@H:5]1[CH2:9][CH2:8][C@H:7]([CH2:10][C:11]([OH:13])=O)[CH2:6]1)(=[O:3])[CH3:2].CN(C)C=O.C(Cl)(=O)C(Cl)=O.C(N(C(C)C)C(C)C)C.[CH3:34][O:35][C:36]1[C:41]2[N:42]=[C:43]([NH2:45])[S:44][C:40]=2[C:39]([N:46]2[CH2:51][CH2:50][O:49][CH2:48][CH2:47]2)=[CH:38][CH:37]=1.C(=O)([O-])O.[Na+], predict the reaction product. The product is: [C:1]([O:4][C@@H:5]1[CH2:9][CH2:8][C@H:7]([CH2:10][C:11]([NH:45][C:43]2[S:44][C:40]3[C:39]([N:46]4[CH2:51][CH2:50][O:49][CH2:48][CH2:47]4)=[CH:38][CH:37]=[C:36]([O:35][CH3:34])[C:41]=3[N:42]=2)=[O:13])[CH2:6]1)(=[O:3])[CH3:2].